From a dataset of NCI-60 drug combinations with 297,098 pairs across 59 cell lines. Regression. Given two drug SMILES strings and cell line genomic features, predict the synergy score measuring deviation from expected non-interaction effect. Drug 2: CC1=CC=C(C=C1)C2=CC(=NN2C3=CC=C(C=C3)S(=O)(=O)N)C(F)(F)F. Drug 1: C1=CC(=CC=C1C#N)C(C2=CC=C(C=C2)C#N)N3C=NC=N3. Synergy scores: CSS=3.05, Synergy_ZIP=1.30, Synergy_Bliss=3.05, Synergy_Loewe=-5.29, Synergy_HSA=0.197. Cell line: HCC-2998.